Task: Regression. Given two drug SMILES strings and cell line genomic features, predict the synergy score measuring deviation from expected non-interaction effect.. Dataset: NCI-60 drug combinations with 297,098 pairs across 59 cell lines Drug 1: CC1OCC2C(O1)C(C(C(O2)OC3C4COC(=O)C4C(C5=CC6=C(C=C35)OCO6)C7=CC(=C(C(=C7)OC)O)OC)O)O. Drug 2: CC1=C2C(C(=O)C3(C(CC4C(C3C(C(C2(C)C)(CC1OC(=O)C(C(C5=CC=CC=C5)NC(=O)C6=CC=CC=C6)O)O)OC(=O)C7=CC=CC=C7)(CO4)OC(=O)C)O)C)OC(=O)C. Cell line: SF-295. Synergy scores: CSS=41.4, Synergy_ZIP=-4.35, Synergy_Bliss=-5.72, Synergy_Loewe=-2.82, Synergy_HSA=-2.26.